Dataset: Full USPTO retrosynthesis dataset with 1.9M reactions from patents (1976-2016). Task: Predict the reactants needed to synthesize the given product. (1) The reactants are: Cl[C:2]1[CH:7]=[C:6]([CH2:8][N:9]2[C:17](=[O:18])[C:16]3[C:11](=[CH:12][CH:13]=[CH:14][CH:15]=3)[C:10]2=[O:19])[C:5]([Cl:20])=[CH:4][N:3]=1.CC1(C)OB([C:27]2[CH:28]=[N:29][C:30]([C:33]([F:36])([F:35])[F:34])=[N:31][CH:32]=2)OC1(C)C.C(=O)([O-])[O-].[K+].[K+].O. Given the product [Cl:20][C:5]1[C:6]([CH2:8][N:9]2[C:17](=[O:18])[C:16]3[C:11](=[CH:12][CH:13]=[CH:14][CH:15]=3)[C:10]2=[O:19])=[CH:7][C:2]([C:27]2[CH:28]=[N:29][C:30]([C:33]([F:36])([F:35])[F:34])=[N:31][CH:32]=2)=[N:3][CH:4]=1, predict the reactants needed to synthesize it. (2) Given the product [Cl:1][C:2]1[C:3]([C:22]2[C:30]3[C:25](=[CH:26][CH:27]=[CH:28][CH:29]=3)[N:24]([S:31]([C:34]3[CH:39]=[CH:38][CH:37]=[CH:36][CH:35]=3)(=[O:33])=[O:32])[CH:23]=2)=[N:4][C:5]([NH:8][CH:9]2[CH2:10][CH2:11][NH:12][CH2:13][CH2:14]2)=[N:6][CH:7]=1, predict the reactants needed to synthesize it. The reactants are: [Cl:1][C:2]1[C:3]([C:22]2[C:30]3[C:25](=[CH:26][CH:27]=[CH:28][CH:29]=3)[N:24]([S:31]([C:34]3[CH:39]=[CH:38][CH:37]=[CH:36][CH:35]=3)(=[O:33])=[O:32])[CH:23]=2)=[N:4][C:5]([NH:8][CH:9]2[CH2:14][CH2:13][N:12](C(OC(C)(C)C)=O)[CH2:11][CH2:10]2)=[N:6][CH:7]=1.C(O)(C(F)(F)F)=O. (3) Given the product [NH2:46][C:47]1[N:52]=[C:51]([C:10]2[C:4]3[C:5](=[N:6][CH:7]=[CH:2][CH:3]=3)[N:8]([CH2:12][C:13]3[CH:18]=[CH:17][CH:16]=[CH:15][C:14]=3[F:19])[N:9]=2)[N:50]=[C:49]([C:54]([O:56][CH2:57][CH3:58])=[O:55])[C:48]=1[N+:59]([O-:61])=[O:60], predict the reactants needed to synthesize it. The reactants are: F[C:2]1[CH:3]=[C:4]2[C:10](I)=[N:9][N:8]([CH2:12][C:13]3[CH:18]=[CH:17][CH:16]=[CH:15][C:14]=3[F:19])[C:5]2=[N:6][CH:7]=1.CCCC[Sn](CCCC)CCCC.CCCC[Sn](CCCC)CCCC.[NH2:46][C:47]1[N:52]=[C:51](Cl)[N:50]=[C:49]([C:54]([O:56][CH2:57][CH3:58])=[O:55])[C:48]=1[N+:59]([O-:61])=[O:60]. (4) Given the product [CH3:2][O:3][C:4]1[CH:13]=[CH:12][C:11]2[CH2:10][N:9]([C:27](=[O:23])[CH2:17][CH2:16][N:18]3[CH2:21][CH2:22][N:30]([CH3:29])[CH2:20][CH2:19]3)[CH2:8][CH2:7][C:6]=2[C:5]=1[CH:14]=[O:15], predict the reactants needed to synthesize it. The reactants are: Cl.[CH3:2][O:3][C:4]1[CH:13]=[CH:12][C:11]2[CH2:10][NH:9][CH2:8][CH2:7][C:6]=2[C:5]=1[CH:14]=[O:15].[CH2:16]([N:18]([CH2:21][CH3:22])[CH2:19][CH3:20])[CH3:17].[O:23]1[CH2:27]CCC1.Cl.[CH3:29][N:30](C)CCCN=C=NCC.ON1C2C=CC=CC=2N=N1. (5) Given the product [CH2:13]1[C:14]2[C:19](=[CH:18][CH:17]=[CH:16][CH:15]=2)[CH2:20][CH2:21][N:12]1[CH2:11][CH:10]([OH:22])[CH2:9][NH:8][C:6]1[CH:5]=[CH:4][CH:3]=[C:2]([C:31]2[CH:32]=[CH:33][C:28]3[N:27]=[CH:26][N:25]([CH3:24])[C:29]=3[CH:30]=2)[N:7]=1, predict the reactants needed to synthesize it. The reactants are: Br[C:2]1[N:7]=[C:6]([NH:8][CH2:9][CH:10]([OH:22])[CH2:11][N:12]2[CH2:21][CH2:20][C:19]3[C:14](=[CH:15][CH:16]=[CH:17][CH:18]=3)[CH2:13]2)[CH:5]=[CH:4][CH:3]=1.O.[CH3:24][N:25]1[C:29]2[CH:30]=[C:31](B3OC(C)(C)C(C)(C)O3)[CH:32]=[CH:33][C:28]=2[N:27]=[CH:26]1.C([O-])([O-])=O.[Cs+].[Cs+]. (6) Given the product [NH2:31][C:27]1[CH:26]=[C:25]([S:22]([N:21]([C:19]2[CH:18]=[CH:17][C:8]3[N:9]([CH2:10][CH:11]4[CH2:16][CH2:15][CH2:14][CH2:13][CH2:12]4)[C:5]([C:1]([CH3:4])([CH3:3])[CH3:2])=[N:6][C:7]=3[CH:20]=2)[CH3:34])(=[O:24])=[O:23])[CH:30]=[CH:29][CH:28]=1, predict the reactants needed to synthesize it. The reactants are: [C:1]([C:5]1[N:9]([CH2:10][CH:11]2[CH2:16][CH2:15][CH2:14][CH2:13][CH2:12]2)[C:8]2[CH:17]=[CH:18][C:19]([N:21]([CH3:34])[S:22]([C:25]3[CH:30]=[CH:29][CH:28]=[C:27]([N+:31]([O-])=O)[CH:26]=3)(=[O:24])=[O:23])=[CH:20][C:7]=2[N:6]=1)([CH3:4])([CH3:3])[CH3:2]. (7) Given the product [C:1]([O:9][C@H:10]1[C@@H:16]([O:17][C:18](=[O:25])[C:19]2[CH:24]=[CH:23][CH:22]=[CH:21][CH:20]=2)[C@H:15]([O:26][C:27](=[O:34])[C:28]2[CH:29]=[CH:30][CH:31]=[CH:32][CH:33]=2)[C@@H:14]([CH2:35][O:36][C:37](=[O:44])[C:38]2[CH:39]=[CH:40][CH:41]=[CH:42][CH:43]=2)[O:13][CH:11]1[O:12][CH2:60][C:59]([OH:62])=[O:58])(=[O:8])[C:2]1[CH:7]=[CH:6][CH:5]=[CH:4][CH:3]=1, predict the reactants needed to synthesize it. The reactants are: [C:1]([O:9][C@H:10]1[C@@H:16]([O:17][C:18](=[O:25])[C:19]2[CH:24]=[CH:23][CH:22]=[CH:21][CH:20]=2)[C@H:15]([O:26][C:27](=[O:34])[C:28]2[CH:33]=[CH:32][CH:31]=[CH:30][CH:29]=2)[C@@H:14]([CH2:35][O:36][C:37](=[O:44])[C:38]2[CH:43]=[CH:42][CH:41]=[CH:40][CH:39]=2)[O:13][CH:11]1[OH:12])(=[O:8])[C:2]1[CH:7]=[CH:6][CH:5]=[CH:4][CH:3]=1.C(=O)([O-])[O-].[Na+].[Na+].C([O:58][C:59](=[O:62])[CH2:60]Br)C1C=CC=CC=1.COC(C)(C)C. (8) Given the product [CH3:12][C:13]1[CH:18]=[CH:17][C:16]([S:19]([O:5][CH:2]([CH2:3][CH3:4])[CH3:1])(=[O:21])=[O:20])=[CH:15][CH:14]=1, predict the reactants needed to synthesize it. The reactants are: [CH3:1][CH:2]([OH:5])[CH2:3][CH3:4].N1C=CC=CC=1.[CH3:12][C:13]1[CH:18]=[CH:17][C:16]([S:19](Cl)(=[O:21])=[O:20])=[CH:15][CH:14]=1. (9) Given the product [Br:17][C:18]1[CH:19]=[C:20]([CH:23]=[CH:24][CH:25]=1)[CH2:21][N:3]1[C:2](=[O:1])[C:11]2[C:6](=[CH:7][CH:8]=[C:9]([C:12]([O:14][CH2:15][CH3:16])=[O:13])[CH:10]=2)[N:5]=[CH:4]1, predict the reactants needed to synthesize it. The reactants are: [O:1]=[C:2]1[C:11]2[C:6](=[CH:7][CH:8]=[C:9]([C:12]([O:14][CH2:15][CH3:16])=[O:13])[CH:10]=2)[N:5]=[CH:4][NH:3]1.[Br:17][C:18]1[CH:19]=[C:20]([CH:23]=[CH:24][CH:25]=1)[CH2:21]Br.C(=O)([O-])[O-].[Cs+].[Cs+].C(#N)C. (10) Given the product [NH2:1][C:2]1[C:12]([I:13])=[CH:11][C:5]([C:6]([O:8][CH2:9][CH3:10])=[O:7])=[CH:4][N:3]=1, predict the reactants needed to synthesize it. The reactants are: [NH2:1][C:2]1[CH:12]=[CH:11][C:5]([C:6]([O:8][CH2:9][CH3:10])=[O:7])=[CH:4][N:3]=1.[I:13]I.